Predict the reactants needed to synthesize the given product. From a dataset of Full USPTO retrosynthesis dataset with 1.9M reactions from patents (1976-2016). Given the product [Cl:42][C:28]1[CH:27]=[C:26]([NH:25][C:23]2[C:24]3[N:16]([CH2:15][CH2:14][O:13][CH2:12][CH2:11][OH:10])[CH:17]=[CH:18][C:19]=3[N:20]=[CH:21][N:22]=2)[CH:41]=[CH:40][C:29]=1[O:30][C:31]1[CH:32]=[C:33]([CH:37]=[CH:38][CH:39]=1)[C:34]([NH:47][CH2:46][CH2:45][O:44][CH3:43])=[O:36], predict the reactants needed to synthesize it. The reactants are: Cl.C([O:10][CH2:11][CH2:12][O:13][CH2:14][CH2:15][N:16]1[C:24]2[C:23]([NH:25][C:26]3[CH:41]=[CH:40][C:29]([O:30][C:31]4[CH:32]=[C:33]([CH:37]=[CH:38][CH:39]=4)[C:34]([OH:36])=O)=[C:28]([Cl:42])[CH:27]=3)=[N:22][CH:21]=[N:20][C:19]=2[CH:18]=[CH:17]1)(=O)C1C=CC=CC=1.[CH3:43][O:44][CH2:45][CH2:46][NH2:47].Cl.C(N=C=NCCCN(C)C)C.ON1C2C=CC=CC=2N=N1.[OH-].[Na+].